Dataset: Forward reaction prediction with 1.9M reactions from USPTO patents (1976-2016). Task: Predict the product of the given reaction. (1) Given the reactants [Br:1][C:2]1[CH:7]=[C:6]([Cl:8])[N:5]=[C:4]([OH:9])[CH:3]=1.[C:10](=O)([O-])[O-].[K+].[K+].IC, predict the reaction product. The product is: [Br:1][C:2]1[CH:7]=[C:6]([Cl:8])[N:5]([CH3:10])[C:4](=[O:9])[CH:3]=1. (2) Given the reactants [CH:1]1([CH:4]([C:6]2[CH:11]=[CH:10][CH:9]=[CH:8][C:7]=2[Cl:12])[NH2:5])[CH2:3][CH2:2]1.[I:13][C:14]1[C:22]2[C:17](=[CH:18][CH:19]=[C:20]([C:23](N)=[O:24])[CH:21]=2)[NH:16][N:15]=1.CN(C(ON1N=NC2C=CC=CC1=2)=[N+](C)C)C.[B-](F)(F)(F)F.CCN(C(C)C)C(C)C, predict the reaction product. The product is: [Cl:12][C:7]1[CH:8]=[CH:9][CH:10]=[CH:11][C:6]=1[CH:4]([CH:1]1[CH2:2][CH2:3]1)[NH:5][C:23]([C:20]1[CH:21]=[C:22]2[C:17](=[CH:18][CH:19]=1)[NH:16][N:15]=[C:14]2[I:13])=[O:24]. (3) Given the reactants Cl[C:2]1[N:3]=[C:4]([N:22]2[CH2:27][CH2:26][O:25][CH2:24][CH2:23]2)[C:5]2[S:10][C:9]([CH2:11][N:12]3[CH2:17][CH2:16][N:15]([S:18]([CH3:21])(=[O:20])=[O:19])[CH2:14][CH2:13]3)=[CH:8][C:6]=2[N:7]=1.[CH:28]([C:30]1[S:34][C:33](B(O)O)=[CH:32][CH:31]=1)=[O:29], predict the reaction product. The product is: [CH3:21][S:18]([N:15]1[CH2:16][CH2:17][N:12]([CH2:11][C:9]2[S:10][C:5]3[C:4]([N:22]4[CH2:27][CH2:26][O:25][CH2:24][CH2:23]4)=[N:3][C:2]([C:33]4[S:34][C:30]([CH:28]=[O:29])=[CH:31][CH:32]=4)=[N:7][C:6]=3[CH:8]=2)[CH2:13][CH2:14]1)(=[O:20])=[O:19]. (4) Given the reactants Br[C:2]1[CH:3]=[N:4][C:5]([N:8]([CH2:14][C:15]2[CH:20]=[CH:19][CH:18]=[CH:17][CH:16]=2)[S:9]([CH2:12][CH3:13])(=[O:11])=[O:10])=[N:6][CH:7]=1.[Cl:21][C:22]1[CH:23]=[CH:24][C:25]([OH:31])=[C:26](B(O)O)[CH:27]=1, predict the reaction product. The product is: [Cl:21][C:22]1[CH:27]=[CH:26][C:25]([OH:31])=[C:24]([C:2]2[CH:3]=[N:4][C:5]([N:8]([CH2:14][C:15]3[CH:20]=[CH:19][CH:18]=[CH:17][CH:16]=3)[S:9]([CH2:12][CH3:13])(=[O:11])=[O:10])=[N:6][CH:7]=2)[CH:23]=1. (5) Given the reactants [Br:1][C:2]1[CH:7]=[C:6]([C:8]#[N:9])[CH:5]=[CH:4][C:3]=1[CH:10]([C:19]1[C:20](=[O:37])[N:21]([CH3:36])[CH2:22][CH2:23][C:24]=1[NH:25][C:26]1[CH:31]=[CH:30][CH:29]=[C:28]([C:32]([F:35])([F:34])[F:33])[CH:27]=1)[NH:11][C:12](=O)[O:13]C(C)(C)C.C[Si](I)(C)C.O.C(N1C=CN=C1)(N1C=CN=C1)=O, predict the reaction product. The product is: [Br:1][C:2]1[CH:7]=[C:6]([CH:5]=[CH:4][C:3]=1[CH:10]1[NH:11][C:12](=[O:13])[N:25]([C:26]2[CH:31]=[CH:30][CH:29]=[C:28]([C:32]([F:33])([F:34])[F:35])[CH:27]=2)[C:24]2[CH2:23][CH2:22][N:21]([CH3:36])[C:20](=[O:37])[C:19]1=2)[C:8]#[N:9]. (6) Given the reactants O.P([O-])([O-])([O-])=O.[K+].[K+].[K+].[CH3:10][C:11]1[CH:16]=[C:15](B(O)O)[CH:14]=[CH:13][N:12]=1.Br[C:21]1[CH:28]=[CH:27][C:26]([N+:29]([O-:31])=[O:30])=[CH:25][C:22]=1[C:23]#[N:24].C([O-])([O-])=O.[Na+].[Na+], predict the reaction product. The product is: [CH3:10][C:11]1[CH:16]=[C:15]([C:21]2[CH:28]=[CH:27][C:26]([N+:29]([O-:31])=[O:30])=[CH:25][C:22]=2[C:23]#[N:24])[CH:14]=[CH:13][N:12]=1. (7) Given the reactants [CH2:1]([N:5]1[CH2:10][CH2:9][N:8]([CH2:11][CH3:12])[CH2:7][CH2:6]1)[CH2:2][C:3]#[CH:4].Br[C:14]1[CH:15]=[CH:16][C:17]2[C:26]3[C:21](=[C:22]([NH2:32])[N:23]=[C:24]([N:27]4[CH:31]=[CH:30][N:29]=[CH:28]4)[CH:25]=3)[CH:20]=[N:19][C:18]=2[CH:33]=1, predict the reaction product. The product is: [CH2:11]([N:8]1[CH2:7][CH2:6][N:5]([CH2:1][CH2:2]/[CH:3]=[CH:4]/[C:14]2[CH:15]=[CH:16][C:17]3[C:26]4[C:21](=[C:22]([NH2:32])[N:23]=[C:24]([N:27]5[CH:31]=[CH:30][N:29]=[CH:28]5)[CH:25]=4)[CH:20]=[N:19][C:18]=3[CH:33]=2)[CH2:10][CH2:9]1)[CH3:12]. (8) Given the reactants Br[C:2]1[CH:6]=[CH:5][S:4][C:3]=1[C:7]([N:9]([C:17]1[CH:22]=[CH:21][C:20]([O:23][Si:24]([C:27]([CH3:30])([CH3:29])[CH3:28])([CH3:26])[CH3:25])=[CH:19][CH:18]=1)C(=O)OC(C)(C)C)=[O:8], predict the reaction product. The product is: [Si:24]([O:23][C:20]1[CH:19]=[CH:18][C:17]2[NH:9][C:7](=[O:8])[C:3]3[S:4][CH:5]=[CH:6][C:2]=3[C:22]=2[CH:21]=1)([C:27]([CH3:29])([CH3:30])[CH3:28])([CH3:26])[CH3:25]. (9) Given the reactants [CH:1]1([NH:6][C:7]2[C:8]([CH3:21])=[C:9]([CH:14]=[C:15]([C:17]([F:20])([F:19])[F:18])[CH:16]=2)[C:10]([O:12][CH3:13])=[O:11])[CH2:5][CH2:4][CH2:3][CH2:2]1.[C:22](=O)([O-])[O-].[Cs+].[Cs+].CI, predict the reaction product. The product is: [CH:1]1([N:6]([CH3:22])[C:7]2[C:8]([CH3:21])=[C:9]([CH:14]=[C:15]([C:17]([F:18])([F:19])[F:20])[CH:16]=2)[C:10]([O:12][CH3:13])=[O:11])[CH2:2][CH2:3][CH2:4][CH2:5]1. (10) The product is: [F:12][C:13]1[CH:18]=[CH:17][C:16]([N:19]2[C:23]3[CH:24]=[C:25]4[C@:30]([C:32]([C:2]5[S:3][CH:4]=[CH:5][N:6]=5)=[O:33])([CH2:31][C:22]=3[CH:21]=[N:20]2)[CH2:29][N:28]([C:36]([O:38][C:39]([CH3:42])([CH3:41])[CH3:40])=[O:37])[CH2:27][CH2:26]4)=[CH:15][CH:14]=1. Given the reactants Br[C:2]1[S:3][CH:4]=[CH:5][N:6]=1.C([Li])CCC.[F:12][C:13]1[CH:18]=[CH:17][C:16]([N:19]2[C:23]3[CH:24]=[C:25]4[C@:30]([C:32](OC)=[O:33])([CH2:31][C:22]=3[CH:21]=[N:20]2)[CH2:29][N:28]([C:36]([O:38][C:39]([CH3:42])([CH3:41])[CH3:40])=[O:37])[CH2:27][CH2:26]4)=[CH:15][CH:14]=1.O, predict the reaction product.